Predict which catalyst facilitates the given reaction. From a dataset of Catalyst prediction with 721,799 reactions and 888 catalyst types from USPTO. (1) Reactant: [Cl:1][C:2]1[C:3](=[O:27])[N:4]([C:10]2[CH:15]=[C:14]([C:16]3[CH:21]=[CH:20][N:19]=[C:18]([C:22]([OH:25])([CH3:24])[CH3:23])[N:17]=3)[CH:13]=[CH:12][C:11]=2[CH3:26])[C:5]([CH3:9])=[N:6][C:7]=1[OH:8].Cl[CH2:29][C:30]1[CH:35]=[C:34]([CH3:36])[C:33]([F:37])=[CH:32][C:31]=1[F:38].C(=O)([O-])[O-].[K+].[K+].C1OCCOCCOCCOCCOCCOC1. Product: [Cl:1][C:2]1[C:3](=[O:27])[N:4]([C:10]2[CH:15]=[C:14]([C:16]3[CH:21]=[CH:20][N:19]=[C:18]([C:22]([OH:25])([CH3:23])[CH3:24])[N:17]=3)[CH:13]=[CH:12][C:11]=2[CH3:26])[C:5]([CH3:9])=[N:6][C:7]=1[O:8][CH2:29][C:30]1[CH:35]=[C:34]([CH3:36])[C:33]([F:37])=[CH:32][C:31]=1[F:38]. The catalyst class is: 9. (2) Reactant: Cl[C:2]1[CH:7]=[CH:6][C:5]2=[N:8][C:9]([C:11]3[CH:12]=[CH:13][C:14]([C:24]([F:27])([F:26])[F:25])=[C:15]([NH:17][C:18](=[O:23])[C:19]([CH3:22])([CH3:21])[CH3:20])[CH:16]=3)=[CH:10][N:4]2[N:3]=1.[CH3:28][NH2:29]. Product: [CH3:20][C:19]([CH3:22])([CH3:21])[C:18]([NH:17][C:15]1[CH:16]=[C:11]([C:9]2[N:8]=[C:5]3[N:4]([CH:10]=2)[N:3]=[C:2]([NH:29][CH3:28])[CH:7]=[CH:6]3)[CH:12]=[CH:13][C:14]=1[C:24]([F:27])([F:26])[F:25])=[O:23]. The catalyst class is: 1. (3) Reactant: C([N:8]1[CH2:13][CH2:12][CH:11]([N:14]2[CH2:23][C:22]3[C:17](=[C:18]([O:24][CH3:25])[CH:19]=[CH:20][CH:21]=3)[NH:16][C:15]2=[O:26])[CH2:10][CH2:9]1)C1C=CC=CC=1. Product: [CH3:25][O:24][C:18]1[CH:19]=[CH:20][CH:21]=[C:22]2[C:17]=1[NH:16][C:15](=[O:26])[N:14]([CH:11]1[CH2:12][CH2:13][NH:8][CH2:9][CH2:10]1)[CH2:23]2. The catalyst class is: 19.